Dataset: TCR-epitope binding with 47,182 pairs between 192 epitopes and 23,139 TCRs. Task: Binary Classification. Given a T-cell receptor sequence (or CDR3 region) and an epitope sequence, predict whether binding occurs between them. (1) The epitope is KTSVDCTMYI. The TCR CDR3 sequence is CASSQEPSGMVSRDNEQFF. Result: 0 (the TCR does not bind to the epitope). (2) The epitope is KAFSPEVIPMF. The TCR CDR3 sequence is CASSNTYGYTF. Result: 1 (the TCR binds to the epitope). (3) The epitope is TLIGDCATV. The TCR CDR3 sequence is CASSPVTGNTEAFF. Result: 1 (the TCR binds to the epitope). (4) The epitope is VLWAHGFEL. The TCR CDR3 sequence is CASSFGWGANTQYF. Result: 1 (the TCR binds to the epitope). (5) The epitope is ELAGIGILTV. The TCR CDR3 sequence is CASSPGTGYEQYF. Result: 1 (the TCR binds to the epitope). (6) The epitope is SLVKPSFYV. The TCR CDR3 sequence is CSAEMDAAGAFF. Result: 0 (the TCR does not bind to the epitope). (7) The epitope is VLAWLYAAV. The TCR CDR3 sequence is CASSLWEETQYF. Result: 0 (the TCR does not bind to the epitope). (8) The epitope is FLNRFTTTL. The TCR CDR3 sequence is CASSQLSGSPYEQYF. Result: 0 (the TCR does not bind to the epitope).